This data is from Experimentally validated miRNA-target interactions with 360,000+ pairs, plus equal number of negative samples. The task is: Binary Classification. Given a miRNA mature sequence and a target amino acid sequence, predict their likelihood of interaction. (1) The miRNA is mmu-miR-466o-3p with sequence UACAUACAUGCACACAUAAGAC. The protein sequence of the target gene is MSPPPPPPIWRQLSFSLLLGSFCIALESAAQGNSATDALNILLIIVDDLRPSLGCYGDKLVRSPNIDQLASHSVLFQNAFAQQAVCAPSRVSFLTGRRPDTTRLYDFNSYWRVHSGNFSTIPQYFKENGYVTMSVGKVFHPGISSNHSDDYPYSWSFPPYHPSSEKYENTKTCKGQDGKLHANLLCPVDVADVPEGTLPDKQSTEEAIRLLEKMKTSASPFFLAVGYHKPHIPFRYPKEFQKLYPLENITLAPDPHVPDSLPPVAYNPWMDIREREDVQALNISVPYGPIPEDFQRKIRQ.... Result: 1 (interaction). (2) The miRNA is hsa-miR-6851-5p with sequence AGGAGGUGGUACUAGGGGCCAGC. The protein sequence of the target gene is MRERIWAPPLLLLLPLLLPPPLWGGPPDSPRRELELEPGPLQPFDLLYASGAAAYYSGDYERAVRDLEAALRSHRRLREIRTRCARHCAARHPLPPPPPGEGPGAELPLFRSLLGRARCYRSCETQRLGGPASRHRVSEDVRSDFQRRVPYNYLQRAYIKLNQLEKAVEAAHTFFVANPEHMEMQQNIENYRATAGVEALQLVDREAKPHMESYNAGVKHYEADDFEMAIRHFEQALREYFVEDTECRTLCEGPQRFEEYEYLGYKAGLYEAIADHYMQVLVCQHECVRELATRPGRLSP.... Result: 1 (interaction). (3) The miRNA is hsa-miR-5703 with sequence AGGAGAAGUCGGGAAGGU. The protein sequence of the target gene is MSCQQNQQQCQPPPKCIPKCPPKCLTPRCPPKCPPKCPPVSSCCSVSSGGCCGSSSGGSCGSSSGGCCSSGGGGCCLSHHRRRRSHCHRPQSSGCCSQPSGGSSCCGGGSGQHSGGCC. Result: 1 (interaction). (4) The miRNA is hsa-miR-4741 with sequence CGGGCUGUCCGGAGGGGUCGGCU. The protein sequence of the target gene is MENVHLAPETDEDDLYSGFNDYNPAYDTEELENDTGFQQAVRTSHGRRPPVTAKIPSTAVSRPIATGYGSKTSLTSSMGRPMTGTIQDGVARPMTAVRAAGFSKAALRGSAFDPLGQSRGPAPPLEAKNEDSPEEKIRQLEKKVNELVEESCIANSCGDLKLALEKAKDAGRKERVLVRQREQVTSPENINLDLTYSVLFNLASQYSANEMYAEALNTYQVIVKNKMFSNAGRLKVNMGNIYLKQRNYSKAIKFYRMALDQIPSVHKEMRIKIMQNIGITFIKTGQYSDAINSFEHIMSM.... Result: 0 (no interaction). (5) The miRNA is mmu-miR-30e-5p with sequence UGUAAACAUCCUUGACUGGAAG. The protein sequence of the target gene is MASGVGAACEELPPDGTCDECEPDEAPGAEEVCRDCGFCYCRRHADAHRQKFLSHRLAAYVHGAQAWTPPASGGDDALPEDAEAKGEAEGEVESEVGEEESETEVDSESEEESETEEDSEDESDEESEEDSEEEMEDEQESEAEEDNQEEGESEAEGETEAESEFDPEIEMEAERVAKRKCPDHGLDLSTYCQEDRQLICVLCPVIGAHRGHQLSTLDEAFEELRSKDSGGLKAAMIELVERLKFKSSDPKVTRDQMKIFIQQEFKKVQKVIADEEQKALHLVDIQEAMATAHVTEILAD.... Result: 1 (interaction). (6) The miRNA is ath-miR156f-5p with sequence UGACAGAAGAGAGUGAGCAC. The protein sequence of the target gene is MGPLINRCKKILLPTTVPPATMRIWLLGGLLPFLLLLSGLQRPTEGSEVAIKIDFDFAPGSFDDQYQGCSKQVMEKLTQGDYFTKDIEAQKNYFRMWQKAHLAWLNQGKVLPQNMTTTHAVAILFYTLNSNVHSDFTRAMASVARTPQQYERSFHFKYLHYYLTSAIQLLRKDSIMENGTLCYEVHYRTKDVHFNAYTGATIRFGQFLSTSLLKEEAQEFGNQTLFTIFTCLGAPVQYFSLKKEVLIPPYELFKVINMSYHPRGNWLQLRSTGNLSTYNCQLLKASSKKCIPDPIAIASL.... Result: 0 (no interaction). (7) The miRNA is hsa-miR-6845-3p with sequence CCUCUCCUCCCUGUGCCCCAG. The protein sequence of the target gene is MASSDLEQLCSHVNEKIGNIKKTLSLRNCGQEPTLKTVLNKIGDEIIVINELLNKLELEIQYQEQTNNSLKELCESLEEDYKDIEHLKENVPSHLPQVTVTQSCVKGSDLDPEEPIKVEEPEPVKKPPKEQRSIKEMPFITCDEFNGVPSYMKSRLTYNQINDVIKEINKAVISKYKILHQPKKSMNSVTRNLYHRFIDEETKDTKGRYFIVEADIKEFTTLKADKKFHVLLNILRHCRRLSEVRGGGLTRYVIT. Result: 1 (interaction). (8) The miRNA is hsa-miR-489-3p with sequence GUGACAUCACAUAUACGGCAGC. The protein sequence of the target gene is MEEDSLEDSNLPPKVWHSEMTVSVTGEPPSTVEEEGIPKETDIEIIPEIPETLEPLSLPDVLRISAVLEDTTDQLSILNYIMPVQYEGRQSICVKSREMNLEGTNLDKLPMASTITKIPSPLITEEGPNLPEIRHRGRFAVEFNKMQDLVFKKPTRQTIMTTETLKKIQIDRQFFSDVIADTIKELQDSATYNSLLQALSKERENKMHFYDIIAREEKGRKQIISLQKQLINVKKEWQFEVQSQNEYIANLKDQLQEMKAKSNLENRYMKTNTELQIAQTQKKCNRTEELLVEEIEKLRM.... Result: 1 (interaction).